This data is from Forward reaction prediction with 1.9M reactions from USPTO patents (1976-2016). The task is: Predict the product of the given reaction. (1) Given the reactants Cl[C:2]1[C:11]([C:12]([O:14][CH2:15][CH3:16])=[O:13])=[CH:10][C:9]2[CH2:8][CH2:7][CH2:6][CH2:5][C:4]=2[N:3]=1.[CH2:17]([NH2:23])[C:18]1[O:22][CH:21]=[CH:20][CH:19]=1, predict the reaction product. The product is: [O:22]1[CH:21]=[CH:20][CH:19]=[C:18]1[CH2:17][NH:23][C:2]1[C:11]([C:12]([O:14][CH2:15][CH3:16])=[O:13])=[CH:10][C:9]2[CH2:8][CH2:7][CH2:6][CH2:5][C:4]=2[N:3]=1. (2) Given the reactants [C:1]1([C:7]2[CH:12]=[CH:11][N:10]=[C:9]([N:13]3[CH2:20][CH:19]4[CH:15]([CH2:16][NH:17][CH2:18]4)[CH2:14]3)[N:8]=2)[CH:6]=[CH:5][CH:4]=[CH:3][CH:2]=1.[N:21]1[N:22]([C:26]2[CH:34]=[CH:33][CH:32]=[CH:31][C:27]=2[C:28](O)=[O:29])[N:23]=[CH:24][CH:25]=1, predict the reaction product. The product is: [C:1]1([C:7]2[CH:12]=[CH:11][N:10]=[C:9]([N:13]3[CH2:14][CH:15]4[CH:19]([CH2:18][N:17]([C:28]([C:27]5[CH:31]=[CH:32][CH:33]=[CH:34][C:26]=5[N:22]5[N:23]=[CH:24][CH:25]=[N:21]5)=[O:29])[CH2:16]4)[CH2:20]3)[N:8]=2)[CH:2]=[CH:3][CH:4]=[CH:5][CH:6]=1. (3) Given the reactants [OH:1][C:2]1[C:7]([C:8]([O:10][CH2:11][CH3:12])=[O:9])=[CH:6][N:5]=[C:4]2[S:13][C:14]([CH2:16][OH:17])=[CH:15][C:3]=12.[C:18](=O)([O-])[O-].[K+].[K+].IC, predict the reaction product. The product is: [OH:17][CH2:16][C:14]1[S:13][C:4]2[N:5]([CH3:18])[CH:6]=[C:7]([C:8]([O:10][CH2:11][CH3:12])=[O:9])[C:2](=[O:1])[C:3]=2[CH:15]=1. (4) Given the reactants C[O:2][C:3]1[N:8]=[CH:7][C:6]([CH:9]=[O:10])=[CH:5][CH:4]=1, predict the reaction product. The product is: [O:2]=[C:3]1[NH:8][CH:7]=[C:6]([CH:9]=[O:10])[CH:5]=[CH:4]1. (5) Given the reactants [Cl:1][C:2]1[CH:3]=[C:4]2[C:8](=[CH:9][CH:10]=1)[NH:7][CH:6]=[C:5]2[CH2:11][CH2:12][NH:13][C:14](=[O:22])[C:15]1[CH:20]=[CH:19][CH:18]=[C:17](I)[CH:16]=1.[F:23][C:24]1[CH:25]=[C:26](B(O)O)[CH:27]=[CH:28][CH:29]=1.C(=O)([O-])[O-].[Na+].[Na+], predict the reaction product. The product is: [Cl:1][C:2]1[CH:3]=[C:4]2[C:8](=[CH:9][CH:10]=1)[NH:7][CH:6]=[C:5]2[CH2:11][CH2:12][NH:13][C:14]([C:15]1[CH:16]=[C:17]([C:28]2[CH:27]=[CH:26][CH:25]=[C:24]([F:23])[CH:29]=2)[CH:18]=[CH:19][CH:20]=1)=[O:22]. (6) Given the reactants ON1C2C=CC=CC=2N=N1.Cl.[CH3:12][N:13](C)[CH2:14]CCN=C=NCC.[CH2:23]([O:31][CH2:32][C:33]([CH2:42][O:43][CH2:44][CH2:45][CH2:46][CH2:47][CH2:48][CH2:49][CH2:50][CH3:51])([CH2:38][C:39](O)=[O:40])[CH2:34][C:35](O)=[O:36])[CH2:24][CH2:25][CH2:26][CH2:27][CH2:28][CH2:29][CH3:30].Cl.[CH3:53][NH:54][CH3:55].C(N(CC)CC)C, predict the reaction product. The product is: [CH3:12][N:13]([CH3:14])[C:35](=[O:36])[CH2:34][C:33]([CH2:42][O:43][CH2:44][CH2:45][CH2:46][CH2:47][CH2:48][CH2:49][CH2:50][CH3:51])([CH2:32][O:31][CH2:23][CH2:24][CH2:25][CH2:26][CH2:27][CH2:28][CH2:29][CH3:30])[CH2:38][C:39]([N:54]([CH3:55])[CH3:53])=[O:40]. (7) Given the reactants Cl.[CH3:2][O:3][C:4]1[CH:5]=[C:6]([CH:10]2[CH2:15][CH2:14][CH2:13][NH:12][CH2:11]2)[CH:7]=[CH:8][CH:9]=1.CCN(C(C)C)C(C)C.[F:25][C:26]([F:31])([F:30])[C@@H:27]1[CH2:29][O:28]1, predict the reaction product. The product is: [F:25][C:26]([F:31])([F:30])[C@@H:27]([OH:28])[CH2:29][N:12]1[CH2:13][CH2:14][CH2:15][CH:10]([C:6]2[CH:7]=[CH:8][CH:9]=[C:4]([O:3][CH3:2])[CH:5]=2)[CH2:11]1.